This data is from Reaction yield outcomes from USPTO patents with 853,638 reactions. The task is: Predict the reaction yield, written as a fraction of the theoretical maximum amount of product (1.0 means a 100% yield; for example, 0.34 means a 34% yield). (1) The reactants are [Cl:1][C:2]1[CH:7]=[CH:6][C:5]([S:8]([CH:11]([C:17]2[CH:22]=[C:21]([F:23])[CH:20]=[CH:19][C:18]=2[F:24])[CH:12]([CH3:16])[CH2:13][CH2:14]O)(=[O:10])=[O:9])=[CH:4][CH:3]=1.[CH3:25][S:26]([NH:29][C:30](=[O:36])[O:31][C:32]([CH3:35])([CH3:34])[CH3:33])(=[O:28])=[O:27].C1(P(C2C=CC=CC=2)C2C=CC=CC=2)C=CC=CC=1.N(C([O-])=O)=NC([O-])=O. The catalyst is O1CCCC1.C(OCC)(=O)C.CCCCCC. The product is [Cl:1][C:2]1[CH:3]=[CH:4][C:5]([S:8]([CH:11]([C:17]2[CH:22]=[C:21]([F:23])[CH:20]=[CH:19][C:18]=2[F:24])[CH:12]([CH3:16])[CH2:13][CH2:14][N:29]([S:26]([CH3:25])(=[O:28])=[O:27])[C:30](=[O:36])[O:31][C:32]([CH3:33])([CH3:35])[CH3:34])(=[O:10])=[O:9])=[CH:6][CH:7]=1. The yield is 0.950. (2) The reactants are [CH2:1]([O:4][C:5]1([CH3:45])[CH2:10][CH2:9][N:8]([C:11]2[N:16]3[N:17]=[C:18]([C:20]4[CH:21]=[C:22]([C:26]5[CH:31]=[C:30]([F:32])[CH:29]=[CH:28][C:27]=5[OH:33])[CH:23]=[CH:24][CH:25]=4)[CH:19]=[C:15]3[N:14]=[C:13]([CH3:34])[C:12]=2[C@H:35]([O:40][C:41]([CH3:44])([CH3:43])[CH3:42])[C:36]([O:38][CH3:39])=[O:37])[CH2:7][CH2:6]1)[CH:2]=[CH2:3].[CH3:46][C@@H:47](O)[CH2:48][CH:49]=[CH2:50].C1C=CC(P(C2C=CC=CC=2)C2C=CC=CC=2)=CC=1.CCOC(/N=N/C(OCC)=O)=O. The catalyst is C1COCC1.CCOCC. The product is [CH2:1]([O:4][C:5]1([CH3:45])[CH2:6][CH2:7][N:8]([C:11]2[N:16]3[N:17]=[C:18]([C:20]4[CH:21]=[C:22]([C:26]5[CH:31]=[C:30]([F:32])[CH:29]=[CH:28][C:27]=5[O:33][C@H:49]([CH2:48][CH:47]=[CH2:46])[CH3:50])[CH:23]=[CH:24][CH:25]=4)[CH:19]=[C:15]3[N:14]=[C:13]([CH3:34])[C:12]=2[C@H:35]([O:40][C:41]([CH3:44])([CH3:43])[CH3:42])[C:36]([O:38][CH3:39])=[O:37])[CH2:9][CH2:10]1)[CH:2]=[CH2:3]. The yield is 0.810. (3) The reactants are [CH3:1][C:2]1[S:15][C:14]2[C:4](=[C:5]([N:16]3[CH2:21][CH2:20][NH:19][CH2:18][CH2:17]3)[NH:6][C:7]3[C:12]([N:13]=2)=[CH:11][CH:10]=[CH:9][CH:8]=3)[CH:3]=1.[CH3:22]C(C)([O-])C.[K+].CI.O. The catalyst is O1CCCC1. The product is [CH3:1][C:2]1[S:15][C:14]2[NH:13][C:12]3[CH:11]=[CH:10][CH:9]=[CH:8][C:7]=3[N:6]=[C:5]([N:16]3[CH2:21][CH2:20][N:19]([CH3:22])[CH2:18][CH2:17]3)[C:4]=2[CH:3]=1. The yield is 0.990. (4) The reactants are [CH:1]1([NH:4][C:5]2[CH:11]=[CH:10][C:9]([C:12]3[O:13][C:14]4[CH:20]=[CH:19][CH:18]=[CH:17][C:15]=4[N:16]=3)=[CH:8][C:6]=2[NH2:7])[CH2:3][CH2:2]1.CO[C:23](OC)(OC)[CH3:24]. The catalyst is CO. The product is [O:13]1[C:14]2[CH:20]=[CH:19][CH:18]=[CH:17][C:15]=2[N:16]=[C:12]1[C:9]1[CH:10]=[CH:11][C:5]2[N:4]([CH:1]3[CH2:2][CH2:3]3)[C:23]([CH3:24])=[N:7][C:6]=2[CH:8]=1. The yield is 0.420. (5) The reactants are [CH3:1][O:2][CH:3]([O:22][CH3:23])[C:4]1[CH:9]=[CH:8][C:7]([O:10][CH2:11][CH2:12][N:13]2[CH2:18][CH2:17][O:16][CH2:15][CH2:14]2)=[C:6]([N+:19]([O-])=O)[CH:5]=1. The catalyst is C(O)C.[Pt]=O. The product is [CH3:1][O:2][CH:3]([O:22][CH3:23])[C:4]1[CH:9]=[CH:8][C:7]([O:10][CH2:11][CH2:12][N:13]2[CH2:14][CH2:15][O:16][CH2:17][CH2:18]2)=[C:6]([CH:5]=1)[NH2:19]. The yield is 0.260. (6) The reactants are Cl[C:2]1[N:10]=[C:9]([Cl:11])[C:8]([C:12]([F:15])([F:14])[F:13])=[CH:7][C:3]=1[C:4]([NH2:6])=[O:5].[CH:16]([O:19][CH2:20][CH2:21][OH:22])([CH3:18])[CH3:17].[H-].[Na+]. The catalyst is CN(C=O)C. The product is [Cl:11][C:9]1[C:8]([C:12]([F:15])([F:14])[F:13])=[CH:7][C:3]([C:4]([NH2:6])=[O:5])=[C:2]([O:22][CH2:21][CH2:20][O:19][CH:16]([CH3:18])[CH3:17])[N:10]=1. The yield is 0.454. (7) The reactants are [O:1]1[CH2:4][C:3]2([CH2:9][CH:8]3[CH:6]([CH:7]3[C:10]([OH:12])=O)[CH2:5]2)[CH2:2]1.C(C1NC=CN=1)(C1NC=CN=1)=O.Cl.[CH3:26][NH:27][O:28][CH3:29]. The catalyst is ClCCl. The product is [CH3:29][O:28][N:27]([CH3:26])[C:10]([CH:7]1[CH:6]2[CH:8]1[CH2:9][C:3]1([CH2:5]2)[CH2:2][O:1][CH2:4]1)=[O:12]. The yield is 0.340.